This data is from Aqueous solubility values for 9,982 compounds from the AqSolDB database. The task is: Regression/Classification. Given a drug SMILES string, predict its absorption, distribution, metabolism, or excretion properties. Task type varies by dataset: regression for continuous measurements (e.g., permeability, clearance, half-life) or binary classification for categorical outcomes (e.g., BBB penetration, CYP inhibition). For this dataset (solubility_aqsoldb), we predict Y. (1) The molecule is O=C(CCS)OCC(COC(=O)CCS)(COC(=O)CCS)COC(=O)CCS. The Y is -5.12 log mol/L. (2) The molecule is CC(C)=CCCC(C)CCOC=O. The Y is -4.06 log mol/L. (3) The molecule is CCC(CC)(Cc1ccc(C)cc1)C(=O)NO. The Y is -3.35 log mol/L.